Predict the product of the given reaction. From a dataset of Forward reaction prediction with 1.9M reactions from USPTO patents (1976-2016). (1) Given the reactants [C:1]([C:5]1[CH:6]=[C:7]([NH:11][C:12]([CH:14]2[CH2:23][CH2:22][C:21]3[C:16](=[CH:17][C:18]([O:24][C:25]4[CH:30]=[CH:29][N:28]=[C:27]([NH:31][CH3:32])[CH:26]=4)=[CH:19][CH:20]=3)[CH2:15]2)=[O:13])[CH:8]=[CH:9][CH:10]=1)([CH3:4])([CH3:3])[CH3:2].[C:33](Cl)(=[O:35])[CH3:34].O, predict the reaction product. The product is: [C:33]([N:31]([CH3:32])[C:27]1[CH:26]=[C:25]([O:24][C:18]2[CH:17]=[C:16]3[C:21]([CH2:22][CH2:23][CH:14]([C:12]([NH:11][C:7]4[CH:8]=[CH:9][CH:10]=[C:5]([C:1]([CH3:3])([CH3:2])[CH3:4])[CH:6]=4)=[O:13])[CH2:15]3)=[CH:20][CH:19]=2)[CH:30]=[CH:29][N:28]=1)(=[O:35])[CH3:34]. (2) Given the reactants Br[C:2]1[CH:3]=[C:4]([CH:12]=[C:13]([Br:15])[CH:14]=1)[C:5]([O:7][C:8]([CH3:11])([CH3:10])[CH3:9])=[O:6].[Cl-].[F:17][CH:18]([F:24])[C:19](OCC)=[O:20].[Cl-].[NH4+], predict the reaction product. The product is: [Br:15][C:13]1[CH:12]=[C:4]([CH:3]=[C:2]([CH:19]([OH:20])[CH:18]([F:24])[F:17])[CH:14]=1)[C:5]([O:7][C:8]([CH3:11])([CH3:10])[CH3:9])=[O:6]. (3) Given the reactants Cl[C:2]1[N:7]=[C:6]([NH:8][CH2:9][C:10]#[CH:11])[N:5]=[C:4]([N:12]([CH3:15])[O:13][CH3:14])[N:3]=1.[NH2:16][CH2:17][CH2:18][CH2:19][OH:20].C([O-])(O)=O.[Na+], predict the reaction product. The product is: [CH3:14][O:13][N:12]([C:4]1[N:5]=[C:6]([NH:8][CH2:9][C:10]#[CH:11])[N:7]=[C:2]([NH:16][CH2:17][CH2:18][CH2:19][OH:20])[N:3]=1)[CH3:15]. (4) Given the reactants [N+:1]([C:4]1[CH:5]=[CH:6][C:7]([O:28][C:29]([F:32])([F:31])[F:30])=[C:8]([NH:10][C:11]2[N:20]=[CH:19][C:18]3[CH2:17][CH2:16][C:15]4[C:21]([C:25]([NH2:27])=[O:26])=[N:22][N:23]([CH3:24])[C:14]=4[C:13]=3[N:12]=2)[CH:9]=1)([O-])=O.CO, predict the reaction product. The product is: [NH2:1][C:4]1[CH:5]=[CH:6][C:7]([O:28][C:29]([F:30])([F:32])[F:31])=[C:8]([NH:10][C:11]2[N:20]=[CH:19][C:18]3[CH2:17][CH2:16][C:15]4[C:21]([C:25]([NH2:27])=[O:26])=[N:22][N:23]([CH3:24])[C:14]=4[C:13]=3[N:12]=2)[CH:9]=1. (5) Given the reactants [Br:1][C:2]1[CH:7]=[CH:6][C:5]([C:8]2([C:11]#N)[CH2:10][CH2:9]2)=[C:4]([F:13])[CH:3]=1.[OH-:14].[K+].Cl.C([OH:19])C, predict the reaction product. The product is: [Br:1][C:2]1[CH:7]=[CH:6][C:5]([C:8]2([C:11]([OH:19])=[O:14])[CH2:10][CH2:9]2)=[C:4]([F:13])[CH:3]=1.